Task: Predict the product of the given reaction.. Dataset: Forward reaction prediction with 1.9M reactions from USPTO patents (1976-2016) (1) Given the reactants [S:1]1[CH:5]=[CH:4][C:3]([CH2:6][C:7]([OH:9])=O)=[CH:2]1.[CH3:10][NH:11][C@H:12]1[CH2:31][N:16]2[C:17]3[C:22]([C:23]([CH2:24][C:25]([O:27]CCC)=[O:26])=[C:15]2[CH2:14][CH2:13]1)=[CH:21][CH:20]=[CH:19][CH:18]=3, predict the reaction product. The product is: [CH3:10][N:11]([C:7](=[O:9])[CH2:6][C:3]1[CH:4]=[CH:5][S:1][CH:2]=1)[C@H:12]1[CH2:31][N:16]2[C:17]3[C:22]([C:23]([CH2:24][C:25]([OH:27])=[O:26])=[C:15]2[CH2:14][CH2:13]1)=[CH:21][CH:20]=[CH:19][CH:18]=3. (2) Given the reactants C([O:8][C:9](=[O:53])[CH2:10][CH2:11][N:12]([CH2:43][C:44]1[O:45][C:46]2[CH:52]=[CH:51][CH:50]=[CH:49][C:47]=2[CH:48]=1)[S:13]([C:16]1[CH:21]=[CH:20][C:19]([C@H:22]([C:29](=[O:42])[NH:30][C:31]2[S:32][C:33]3[C:38]([N:39]=2)=[CH:37][CH:36]=[C:35]([O:40][CH3:41])[N:34]=3)[CH2:23][CH:24]2[CH2:28][CH2:27][CH2:26][CH2:25]2)=[CH:18][CH:17]=1)(=[O:15])=[O:14])C1C=CC=CC=1.[OH-].[Na+].Cl, predict the reaction product. The product is: [O:45]1[C:46]2[CH:52]=[CH:51][CH:50]=[CH:49][C:47]=2[CH:48]=[C:44]1[CH2:43][N:12]([S:13]([C:16]1[CH:21]=[CH:20][C:19]([C@H:22]([C:29](=[O:42])[NH:30][C:31]2[S:32][C:33]3[C:38]([N:39]=2)=[CH:37][CH:36]=[C:35]([O:40][CH3:41])[N:34]=3)[CH2:23][CH:24]2[CH2:28][CH2:27][CH2:26][CH2:25]2)=[CH:18][CH:17]=1)(=[O:14])=[O:15])[CH2:11][CH2:10][C:9]([OH:53])=[O:8].